Dataset: Peptide-MHC class II binding affinity with 134,281 pairs from IEDB. Task: Regression. Given a peptide amino acid sequence and an MHC pseudo amino acid sequence, predict their binding affinity value. This is MHC class II binding data. The peptide sequence is DVDQSLIIAARNIVR. The MHC is DRB1_1501 with pseudo-sequence DRB1_1501. The binding affinity (normalized) is 0.297.